Dataset: Forward reaction prediction with 1.9M reactions from USPTO patents (1976-2016). Task: Predict the product of the given reaction. (1) Given the reactants Br[C:2]1[CH:3]=[C:4]([CH:16]=[C:17]([O:21][CH3:22])[C:18]=1[O:19][CH3:20])[CH:5]=[C:6]1[C:14]2[C:9](=[CH:10][CH:11]=[CH:12][CH:13]=2)[NH:8][C:7]1=[O:15].C(=O)([O-])[O-].[Na+].[Na+].[CH:29]1[C:38]2[C:33](=[CH:34][CH:35]=[CH:36][CH:37]=2)[CH:32]=[CH:31][C:30]=1B(O)O, predict the reaction product. The product is: [CH3:20][O:19][C:18]1[C:17]([O:21][CH3:22])=[CH:16][C:4]([CH:5]=[C:6]2[C:14]3[C:9](=[CH:10][CH:11]=[CH:12][CH:13]=3)[NH:8][C:7]2=[O:15])=[C:3]([C:31]2[CH:30]=[CH:29][C:38]3[C:33](=[CH:34][CH:35]=[CH:36][CH:37]=3)[CH:32]=2)[CH:2]=1. (2) Given the reactants [N:1]1([C:5]([C:7]2[CH:8]=[N:9][N:10]([CH3:27])[C:11]=2[C:12]([NH:14][C:15]2[CH:20]=[CH:19][N:18]3[N:21]=[C:22]([C:24](O)=[O:25])[N:23]=[C:17]3[CH:16]=2)=[O:13])=[O:6])[CH2:4][CH2:3][CH2:2]1.Cl.[CH3:29][NH:30][CH3:31].CCCP(=O)=O.C(N(C(C)C)CC)(C)C, predict the reaction product. The product is: [CH3:29][N:30]([CH3:31])[C:24]([C:22]1[N:23]=[C:17]2[CH:16]=[C:15]([NH:14][C:12]([C:11]3[N:10]([CH3:27])[N:9]=[CH:8][C:7]=3[C:5]([N:1]3[CH2:4][CH2:3][CH2:2]3)=[O:6])=[O:13])[CH:20]=[CH:19][N:18]2[N:21]=1)=[O:25]. (3) Given the reactants [F:1][C:2]1[CH:3]=[C:4]([CH:9]=[C:10]([C:18](=O)[CH2:19][O:20][CH3:21])[C:11]([O:13][CH2:14][CH2:15][C:16]#[N:17])=[O:12])[CH:5]=[CH:6][C:7]=1[F:8].S(O)(O)(=O)=O.[CH3:28][O:29][C:30](=[NH:32])[NH2:31].[CH3:28][O:29][C:30](=[NH:32])[NH2:31].CN(C1C=CC=CN=1)C, predict the reaction product. The product is: [C:16]([CH2:15][CH2:14][O:13][C:11]([C:10]1[CH:9]([C:4]2[CH:5]=[CH:6][C:7]([F:8])=[C:2]([F:1])[CH:3]=2)[NH:32][C:30]([O:29][CH3:28])=[N:31][C:18]=1[CH2:19][O:20][CH3:21])=[O:12])#[N:17]. (4) Given the reactants C([O:4][C:5]1[CH:6]=[C:7](/[CH:19]=[CH:20]/[C:21]2[CH:26]=[CH:25][C:24]([O:27][CH3:28])=[C:23]([O:29][CH2:30][C:31]3[CH:36]=[CH:35][CH:34]=[CH:33][CH:32]=3)[CH:22]=2)[CH:8]=[C:9]([O:11][CH2:12][C:13]2[CH:18]=[CH:17][CH:16]=[CH:15][CH:14]=2)[CH:10]=1)(=O)C.OC1C=C(/C=C/C2C=CC(OCC3C=CC=CC=3)=C(OC)C=2)C=C(OCC2C=CC=CC=2)C=1, predict the reaction product. The product is: [OH:4][C:5]1[CH:6]=[C:7](/[CH:19]=[CH:20]/[C:21]2[CH:26]=[CH:25][C:24]([O:27][CH3:28])=[C:23]([O:29][CH2:30][C:31]3[CH:32]=[CH:33][CH:34]=[CH:35][CH:36]=3)[CH:22]=2)[CH:8]=[C:9]([O:11][CH2:12][C:13]2[CH:14]=[CH:15][CH:16]=[CH:17][CH:18]=2)[CH:10]=1. (5) Given the reactants C1C2C(COC([NH:18][C@@H:19]([CH2:34][C:35]3[C:43]4[C:38](=[CH:39][CH:40]=[CH:41][CH:42]=4)[NH:37][CH:36]=3)[C:20]([NH:22][C@H:23]([CH2:27][S:28][S:29][C:30]([CH3:33])([CH3:32])[CH3:31])[C:24]([OH:26])=[O:25])=[O:21])=O)C3C(=CC=CC=3)C=2C=CC=1.C1CCN2C(=NCCC2)CC1.Cl, predict the reaction product. The product is: [NH2:18][C@@H:19]([CH2:34][C:35]1[C:43]2[C:38](=[CH:39][CH:40]=[CH:41][CH:42]=2)[NH:37][CH:36]=1)[C:20]([NH:22][C@H:23]([CH2:27][S:28][S:29][C:30]([CH3:32])([CH3:31])[CH3:33])[C:24]([OH:26])=[O:25])=[O:21]. (6) Given the reactants [CH3:1][N:2]1[CH:6]=[C:5]([N:7]2[CH:12]=[CH:11][C:10](=[O:13])[C:9]([CH2:14][C:15]3[CH:20]=[CH:19][CH:18]=[C:17]([C:21]4[N:26]=[CH:25][C:24]([NH:27][CH2:28][CH2:29][CH3:30])=[CH:23][N:22]=4)[CH:16]=3)=[N:8]2)[CH:4]=[N:3]1.C=O.[C:33](O)(=O)C.[BH3-]C#N.[Na+].C([O-])(O)=O.[Na+], predict the reaction product. The product is: [CH3:33][N:27]([CH2:28][CH2:29][CH3:30])[C:24]1[CH:25]=[N:26][C:21]([C:17]2[CH:16]=[C:15]([CH:20]=[CH:19][CH:18]=2)[CH2:14][C:9]2[C:10](=[O:13])[CH:11]=[CH:12][N:7]([C:5]3[CH:4]=[N:3][N:2]([CH3:1])[CH:6]=3)[N:8]=2)=[N:22][CH:23]=1. (7) Given the reactants [CH3:1][N:2]([CH3:23])[C:3]1[CH:8]=[CH:7][CH:6]=[C:5]([C:9]([C:14]2[NH:22][C:17]3=[N:18][CH:19]=[CH:20][CH:21]=[C:16]3[CH:15]=2)=[CH:10][CH:11]([CH3:13])[CH3:12])[CH:4]=1.[H][H], predict the reaction product. The product is: [CH3:23][N:2]([CH3:1])[C:3]1[CH:8]=[CH:7][CH:6]=[C:5]([CH:9]([C:14]2[NH:22][C:17]3=[N:18][CH:19]=[CH:20][CH:21]=[C:16]3[CH:15]=2)[CH2:10][CH:11]([CH3:13])[CH3:12])[CH:4]=1. (8) Given the reactants [CH3:1][C:2]([CH3:9])([CH2:7][OH:8])[C:3]([O:5][CH3:6])=[O:4].[Si:10](Cl)([C:13]([CH3:16])([CH3:15])[CH3:14])([CH3:12])[CH3:11].CCN(CC)CC.OS([O-])(=O)=O.[Na+], predict the reaction product. The product is: [CH3:6][O:5][C:3](=[O:4])[C:2]([CH3:9])([CH3:1])[CH2:7][O:8][Si:10]([C:13]([CH3:16])([CH3:15])[CH3:14])([CH3:12])[CH3:11]. (9) Given the reactants [CH3:1][O:2][C:3]1[CH:4]=[C:5]2[C:10](=[CH:11][C:12]=1[O:13][CH3:14])[N:9]=[CH:8][CH:7]=[C:6]2[O:15][C:16]1[C:22]([CH3:23])=[CH:21][C:19]([NH2:20])=[C:18]([CH3:24])[CH:17]=1.Cl[C:26](Cl)([O:28]C(=O)OC(Cl)(Cl)Cl)Cl.[N:37]1([CH2:43][CH2:44][CH:45]([OH:49])[CH2:46][CH2:47][CH3:48])[CH2:42][CH2:41][CH2:40][CH2:39][CH2:38]1.C(=O)(O)[O-].[Na+], predict the reaction product. The product is: [CH3:1][O:2][C:3]1[CH:4]=[C:5]2[C:10](=[CH:11][C:12]=1[O:13][CH3:14])[N:9]=[CH:8][CH:7]=[C:6]2[O:15][C:16]1[C:22]([CH3:23])=[CH:21][C:19]([NH:20][C:26](=[O:28])[O:49][CH:45]([CH2:44][CH2:43][N:37]2[CH2:42][CH2:41][CH2:40][CH2:39][CH2:38]2)[CH2:46][CH2:47][CH3:48])=[C:18]([CH3:24])[CH:17]=1.